Task: Predict the product of the given reaction.. Dataset: Forward reaction prediction with 1.9M reactions from USPTO patents (1976-2016) (1) Given the reactants [N+:1]([C:4]1[CH:5]=[C:6]([C:10]2[CH:15]=[CH:14][CH:13]=[CH:12][CH:11]=2)[CH:7]=[CH:8][CH:9]=1)([O-])=O.[H][H], predict the reaction product. The product is: [C:10]1([C:6]2[CH:5]=[C:4]([CH:9]=[CH:8][CH:7]=2)[NH2:1])[CH:11]=[CH:12][CH:13]=[CH:14][CH:15]=1. (2) Given the reactants Cl[C:2]1[N:3]=[C:4]([N:14]2[CH2:19][CH2:18][O:17][CH2:16][C@@H:15]2[CH3:20])[C:5]2[CH2:11][S:10](=[O:13])(=[O:12])[CH2:9][CH2:8][C:6]=2[N:7]=1.[CH:21]1([NH:24][C:25]([NH:27][C:28]2[CH:33]=[CH:32][C:31](B3OC(C)(C)C(C)(C)O3)=[CH:30][CH:29]=2)=[O:26])[CH2:23][CH2:22]1.C([O-])([O-])=O.[Na+].[Na+], predict the reaction product. The product is: [CH:21]1([NH:24][C:25]([NH:27][C:28]2[CH:33]=[CH:32][C:31]([C:2]3[N:3]=[C:4]([N:14]4[CH2:19][CH2:18][O:17][CH2:16][C@@H:15]4[CH3:20])[C:5]4[CH2:11][S:10](=[O:13])(=[O:12])[CH2:9][CH2:8][C:6]=4[N:7]=3)=[CH:30][CH:29]=2)=[O:26])[CH2:23][CH2:22]1. (3) Given the reactants Br[C:2]1[CH:3]=[CH:4][C:5](=[O:11])[N:6]([CH2:8][CH2:9][OH:10])[CH:7]=1.[F:12][C:13]1[CH:14]=[C:15](B(O)O)[CH:16]=[CH:17][CH:18]=1.C(=O)([O-])[O-].[Na+].[Na+].O1CCOCC1, predict the reaction product. The product is: [F:12][C:13]1[CH:18]=[C:17]([C:2]2[CH:3]=[CH:4][C:5](=[O:11])[N:6]([CH2:8][CH2:9][OH:10])[CH:7]=2)[CH:16]=[CH:15][CH:14]=1. (4) Given the reactants [F:1][C:2]1[CH:7]=[C:6]([I:8])[CH:5]=[CH:4][C:3]=1[NH:9][C:10]1[CH:23]=[N:22][CH:21]=[CH:20][C:11]=1[C:12]([NH:14][NH:15][C:16]([NH:18][CH3:19])=[O:17])=O.[OH-].[Na+], predict the reaction product. The product is: [F:1][C:2]1[CH:7]=[C:6]([I:8])[CH:5]=[CH:4][C:3]=1[NH:9][C:10]1[CH:23]=[N:22][CH:21]=[CH:20][C:11]=1[C:12]1[N:18]([CH3:19])[C:16](=[O:17])[NH:15][N:14]=1. (5) Given the reactants [Cl:1][C:2]1[C:10]([C:11]#[N:12])=[CH:9][CH:8]=[C:7]2[C:3]=1[CH:4]=[C:5]([CH3:13])[NH:6]2.Cl[CH2:15][C:16]1[N:20]=[C:19]([C:21]2[C:22]([CH3:27])=[N:23][O:24][C:25]=2[CH3:26])[O:18][N:17]=1, predict the reaction product. The product is: [Cl:1][C:2]1[C:10]([C:11]#[N:12])=[CH:9][CH:8]=[C:7]2[C:3]=1[CH:4]=[C:5]([CH3:13])[N:6]2[CH2:15][C:16]1[N:20]=[C:19]([C:21]2[C:22]([CH3:27])=[N:23][O:24][C:25]=2[CH3:26])[O:18][N:17]=1. (6) Given the reactants [CH3:1][N:2]([CH3:18])[C:3]1[CH:17]=[CH:16][C:6]2[N:7]=[C:8]([CH2:10][C:11]([O:13]CC)=O)[NH:9][C:5]=2[CH:4]=1.[C:19](#[N:27])[C:20]1[C:21](=[CH:23][CH:24]=[CH:25][CH:26]=1)[NH2:22], predict the reaction product. The product is: [CH3:18][N:2]([CH3:1])[C:3]1[CH:17]=[CH:16][C:6]2[N:7]=[C:8]([CH2:10][C:11]([NH:22][C:21]3[CH:23]=[CH:24][CH:25]=[CH:26][C:20]=3[C:19]#[N:27])=[O:13])[NH:9][C:5]=2[CH:4]=1.